This data is from Full USPTO retrosynthesis dataset with 1.9M reactions from patents (1976-2016). The task is: Predict the reactants needed to synthesize the given product. (1) Given the product [F:10][C:5]1[C:6]([CH2:8][OH:9])=[CH:7][C:2]([C:11]#[N:12])=[N:3][CH:4]=1, predict the reactants needed to synthesize it. The reactants are: Br[C:2]1[CH:7]=[C:6]([CH2:8][OH:9])[C:5]([F:10])=[CH:4][N:3]=1.[CH3:11][N:12](C)C=O. (2) The reactants are: Br[C:2]1[CH:3]=[C:4]([CH:23]=[CH:24][CH:25]=1)[CH2:5][O:6][C:7]1[CH:12]=[CH:11][C:10]([C:13]2([CH2:17][C:18]([O:20][CH2:21][CH3:22])=[O:19])[CH2:16][O:15][CH2:14]2)=[CH:9][CH:8]=1.[OH:26][C:27]1[CH:32]=[CH:31][C:30](B(O)O)=[CH:29][CH:28]=1.C(=O)([O-])[O-].[Na+].[Na+]. Given the product [OH:26][C:27]1[CH:32]=[CH:31][C:30]([C:2]2[CH:25]=[CH:24][CH:23]=[C:4]([CH2:5][O:6][C:7]3[CH:8]=[CH:9][C:10]([C:13]4([CH2:17][C:18]([O:20][CH2:21][CH3:22])=[O:19])[CH2:16][O:15][CH2:14]4)=[CH:11][CH:12]=3)[CH:3]=2)=[CH:29][CH:28]=1, predict the reactants needed to synthesize it.